From a dataset of Full USPTO retrosynthesis dataset with 1.9M reactions from patents (1976-2016). Predict the reactants needed to synthesize the given product. (1) Given the product [OH:1][CH:2]([C:6]1[CH:7]=[CH:8][C:9]([C:12]2[N:16]=[C:15]([C:17]3[O:21][N:20]=[C:19]([C:22]4[CH:23]=[CH:24][CH:25]=[CH:26][CH:27]=4)[C:18]=3[C:28]([F:31])([F:30])[F:29])[O:14][N:13]=2)=[CH:10][CH:11]=1)[C:3]([NH:39][CH2:40][CH2:41][CH2:42][N:43]1[CH2:47][CH2:46][CH2:45][CH2:44]1)=[O:5], predict the reactants needed to synthesize it. The reactants are: [OH:1][CH:2]([C:6]1[CH:11]=[CH:10][C:9]([C:12]2[N:16]=[C:15]([C:17]3[O:21][N:20]=[C:19]([C:22]4[CH:27]=[CH:26][CH:25]=[CH:24][CH:23]=4)[C:18]=3[C:28]([F:31])([F:30])[F:29])[O:14][N:13]=2)=[CH:8][CH:7]=1)[C:3]([OH:5])=O.CN1CCOCC1.[NH2:39][CH2:40][CH2:41][CH2:42][N:43]1[CH2:47][CH2:46][CH2:45][CH2:44]1.F[P-](F)(F)(F)(F)F.N1(O[P+](N(C)C)(N(C)C)N(C)C)C2C=CC=CC=2N=N1. (2) Given the product [C:36]([O:39][C:16](=[O:25])[NH:13][C:2]1[CH:7]=[N:6][C:5]([CH3:8])=[CH:4][N:3]=1)([CH3:38])([CH3:37])[CH3:35], predict the reactants needed to synthesize it. The reactants are: C[C:2]1[N:3]=[CH:4][C:5]([C:8](O)=O)=[N:6][CH:7]=1.C([N:13]([CH2:16]C)CC)C.C1(P(N=[N+]=[N-])(C2C=CC=CC=2)=[O:25])C=CC=CC=1.[CH3:35][C:36]([OH:39])([CH3:38])[CH3:37]. (3) The reactants are: [CH:1]1([CH2:7][O:8][C:9]2[C:13]([C:14]([NH2:16])=[O:15])=[C:12](SC)[S:11][N:10]=2)[CH2:6][CH2:5][CH2:4][CH2:3][CH2:2]1.[NH:19]1[C:23]2[CH:24]=[CH:25][CH:26]=[CH:27][C:22]=2[N:21]=[C:20]1[NH2:28].[C:29](=O)([O-:31])[O-:30].[Cs+].[Cs+]. Given the product [CH:29]([OH:31])=[O:30].[NH:19]1[C:23]2[CH:24]=[CH:25][CH:26]=[CH:27][C:22]=2[N:21]=[C:20]1[NH:28][C:12]1[S:11][N:10]=[C:9]([O:8][CH2:7][CH:1]2[CH2:6][CH2:5][CH2:4][CH2:3][CH2:2]2)[C:13]=1[C:14]([NH2:16])=[O:15], predict the reactants needed to synthesize it. (4) Given the product [C:17]([CH:19]([CH2:9][C:8]([C:3]1[CH:4]=[CH:5][CH:6]=[CH:7][C:2]=1[F:1])=[O:10])[C:20]([O:22][CH2:23][CH3:24])=[O:21])#[N:18], predict the reactants needed to synthesize it. The reactants are: [F:1][C:2]1[CH:7]=[CH:6][CH:5]=[CH:4][C:3]=1[C:8](=[O:10])[CH3:9].C(=O)([O-])[O-].[K+].[K+].[C:17]([CH2:19][C:20]([O:22][CH2:23][CH3:24])=[O:21])#[N:18].O.